From a dataset of Full USPTO retrosynthesis dataset with 1.9M reactions from patents (1976-2016). Predict the reactants needed to synthesize the given product. (1) Given the product [F:1][C:2]1[CH:7]=[CH:6][C:5]([F:8])=[CH:4][C:3]=1[C@@:9]([OH:21])([CH2:15][N:16]1[CH:20]=[N:19][CH:18]=[N:17]1)[C@H:10]([CH3:14])[C:11]#[N:13], predict the reactants needed to synthesize it. The reactants are: [F:1][C:2]1[CH:7]=[CH:6][C:5]([F:8])=[CH:4][C:3]=1[C@@:9]([OH:21])([CH2:15][N:16]1[CH:20]=[N:19][CH:18]=[N:17]1)[C@@H:10]([CH3:14])[C:11]([NH2:13])=O.O=P(Cl)(Cl)Cl. (2) Given the product [CH2:22]([O:21][C:8]1[CH:7]=[C:6]([CH:11]=[CH:10][C:9]=1[CH2:12][C:13]1[CH:14]=[CH:15][C:16]([O:19][CH3:20])=[CH:17][CH:18]=1)[CH2:5][OH:4])[C:23]1[CH:24]=[CH:25][CH:26]=[CH:27][CH:28]=1, predict the reactants needed to synthesize it. The reactants are: C([O:4][CH2:5][C:6]1[CH:11]=[CH:10][C:9]([CH2:12][C:13]2[CH:18]=[CH:17][C:16]([O:19][CH3:20])=[CH:15][CH:14]=2)=[C:8]([O:21][CH2:22][C:23]2[CH:28]=[CH:27][CH:26]=[CH:25][CH:24]=2)[CH:7]=1)(=O)C.[OH-].[K+].C(OC1C=C(C=CC=1CC1C=CC(CC)=CC=1)CO)C1C=CC=CC=1. (3) Given the product [ClH:37].[Br:1][C:2]1[S:3][C:4]([N:11]([C@H:14]2[CH2:15][CH2:16][C@H:17]([N:20]([CH3:21])[CH3:22])[CH2:18][CH2:19]2)[CH2:12][CH3:13])=[C:5]([CH3:10])[C:6]=1[C:7]([NH:24][CH2:25][C:26]1[C:27](=[O:34])[NH:28][C:29]([CH3:33])=[CH:30][C:31]=1[CH3:32])=[O:9], predict the reactants needed to synthesize it. The reactants are: [Br:1][C:2]1[S:3][C:4]([N:11]([C@H:14]2[CH2:19][CH2:18][C@H:17]([N:20]([CH3:22])[CH3:21])[CH2:16][CH2:15]2)[CH2:12][CH3:13])=[C:5]([CH3:10])[C:6]=1[C:7]([OH:9])=O.Cl.[NH2:24][CH2:25][C:26]1[C:27](=[O:34])[NH:28][C:29]([CH3:33])=[CH:30][C:31]=1[CH3:32].C(Cl)C[Cl:37].C1C=NC2N(O)N=NC=2C=1.CN1CCOCC1. (4) Given the product [C:26]([C:25]1[CH:28]=[CH:29][C:22]([CH2:21][CH2:20][O:16][C:13]2[CH:12]=[CH:11][C:10]([C:9]([NH:8][CH2:7][C:6]([OH:5])=[O:18])=[O:17])=[CH:15][CH:14]=2)=[CH:23][CH:24]=1)#[N:27], predict the reactants needed to synthesize it. The reactants are: C([O:5][C:6](=[O:18])[CH2:7][NH:8][C:9](=[O:17])[C:10]1[CH:15]=[CH:14][C:13]([OH:16])=[CH:12][CH:11]=1)(C)(C)C.O[CH2:20][CH2:21][C:22]1[CH:29]=[CH:28][C:25]([C:26]#[N:27])=[CH:24][CH:23]=1. (5) Given the product [CH3:3][CH2:4][CH2:5][CH2:6][CH2:7][CH2:8][CH2:9][CH2:10]/[N:11]=[C:12](/[N:14]=[C:15](/[NH:17][CH2:18][C:19]1[CH:20]=[CH:21][C:22]([Cl:26])=[C:23]([Cl:25])[CH:24]=1)\[NH2:16])\[NH2:13], predict the reactants needed to synthesize it. The reactants are: [OH-].[Na+].[CH3:3][CH2:4][CH2:5][CH2:6][CH2:7][CH2:8][CH2:9][CH2:10]/[N:11]=[C:12](/[N:14]=[C:15](/[NH:17][CH2:18][C:19]1[CH:20]=[CH:21][C:22]([Cl:26])=[C:23]([Cl:25])[CH:24]=1)\[NH2:16])\[NH2:13].Cl. (6) Given the product [C:26]([O:25][C:24](=[O:30])[NH:23][C:21]1[N:20]([CH3:19])[C:3](=[O:18])[CH2:4][C@@:5]([CH2:6][CH3:7])([C:8]2[CH:13]=[CH:12][CH:11]=[C:10]([N+:14]([O-:16])=[O:15])[CH:9]=2)[N:17]=1)([CH3:29])([CH3:28])[CH3:27], predict the reactants needed to synthesize it. The reactants are: CO[C:3](=[O:18])[CH2:4][C@:5]([NH2:17])([C:8]1[CH:13]=[CH:12][CH:11]=[C:10]([N+:14]([O-:16])=[O:15])[CH:9]=1)[CH2:6][CH3:7].[CH3:19][NH:20][C:21]([NH:23][C:24](=[O:30])[O:25][C:26]([CH3:29])([CH3:28])[CH3:27])=S.